From a dataset of NCI-60 drug combinations with 297,098 pairs across 59 cell lines. Regression. Given two drug SMILES strings and cell line genomic features, predict the synergy score measuring deviation from expected non-interaction effect. Drug 1: CC12CCC(CC1=CCC3C2CCC4(C3CC=C4C5=CN=CC=C5)C)O. Drug 2: C1CN1P(=S)(N2CC2)N3CC3. Cell line: 786-0. Synergy scores: CSS=23.2, Synergy_ZIP=1.27, Synergy_Bliss=8.44, Synergy_Loewe=7.10, Synergy_HSA=9.29.